Dataset: Forward reaction prediction with 1.9M reactions from USPTO patents (1976-2016). Task: Predict the product of the given reaction. (1) Given the reactants C(O[CH:9]1[C:14](=[O:15])[NH:13][C:12]2[CH:16]=[CH:17][CH:18]=[C:19]([C:20](=[O:26])[CH:21](OCC)O)[C:11]=2[O:10]1)C1C=CC=CC=1.[NH2:27][C:28]([CH3:46])([CH3:45])[CH2:29][C:30]1[CH:44]=[CH:43][C:33]([O:34][CH2:35][CH2:36][CH2:37][C:38]([O:40][CH2:41][CH3:42])=[O:39])=[CH:32][CH:31]=1.O.[C:48]([OH:53])(=O)[C:49](O)=O, predict the reaction product. The product is: [CH2:48]([O:53][C:17]1[CH:18]=[C:19]([CH:20]([OH:26])[CH2:21][NH:27][C:28]([CH3:45])([CH3:46])[CH2:29][C:30]2[CH:44]=[CH:43][C:33]([O:34][CH2:35][CH2:36][CH2:37][C:38]([O:40][CH2:41][CH3:42])=[O:39])=[CH:32][CH:31]=2)[C:11]2[O:10][CH2:9][C:14](=[O:15])[NH:13][C:12]=2[CH:16]=1)[C:49]1[CH:18]=[CH:19][CH:11]=[CH:12][CH:16]=1. (2) Given the reactants Cl.[Cl:2][C:3]1[CH:8]=[CH:7][CH:6]=[CH:5][C:4]=1[N:9]1[CH:13]=[N:12][N:11]=[C:10]1[C:14]1[S:28][C:17]2[C:18]3[CH:26]=[CH:25][C:24]([NH2:27])=[CH:23][C:19]=3[O:20][CH2:21][CH2:22][C:16]=2[CH:15]=1.Cl[C:30]([O:32][CH3:33])=[O:31], predict the reaction product. The product is: [Cl:2][C:3]1[CH:8]=[CH:7][CH:6]=[CH:5][C:4]=1[N:9]1[CH:13]=[N:12][N:11]=[C:10]1[C:14]1[S:28][C:17]2[C:18]3[CH:26]=[CH:25][C:24]([NH:27][C:30](=[O:31])[O:32][CH3:33])=[CH:23][C:19]=3[O:20][CH2:21][CH2:22][C:16]=2[CH:15]=1. (3) Given the reactants C1CCN2C(=NCCC2)CC1.[Br:12][C:13]1[CH:14]=[C:15]([C:19]([C:21]2[CH:26]=[C:25]([CH3:27])[C:24]([Cl:28])=[CH:23][C:22]=2[OH:29])=O)[CH:16]=[CH:17][CH:18]=1.C([CH:32]([CH2:36][C:37](Cl)=[O:38])[C:33](Cl)=[O:34])C.[OH2:40], predict the reaction product. The product is: [Br:12][C:13]1[CH:14]=[C:15]([C:19]2[C:21]3[C:22](=[CH:23][C:24]([Cl:28])=[C:25]([CH3:27])[CH:26]=3)[O:29][C:37](=[O:38])[C:36]=2[CH2:32][C:33]([OH:34])=[O:40])[CH:16]=[CH:17][CH:18]=1. (4) Given the reactants Cl[C:2]1[N:7]2[N:8]=[CH:9][C:10]([C:11]([O:13]CC)=[O:12])=[C:6]2[N:5]=[CH:4][CH:3]=1.[CH3:16][NH:17][CH2:18][CH3:19].[OH-].[Na+].Cl, predict the reaction product. The product is: [CH2:18]([N:17]([CH3:16])[C:2]1[N:7]2[N:8]=[CH:9][C:10]([C:11]([OH:13])=[O:12])=[C:6]2[N:5]=[CH:4][CH:3]=1)[CH3:19]. (5) Given the reactants [Cl:1][C:2]1[CH:16]=[CH:15][C:14]([Cl:17])=[CH:13][C:3]=1[C:4]([C:6]1[CH:11]=[CH:10][C:9](F)=[CH:8][CH:7]=1)=[O:5].[NH:18]1[CH:22]=[CH:21][N:20]=[CH:19]1.C(=O)([O-])[O-].[K+].[K+].CN(C)C(=O)C, predict the reaction product. The product is: [Cl:1][C:2]1[CH:16]=[CH:15][C:14]([Cl:17])=[CH:13][C:3]=1[C:4]([C:6]1[CH:11]=[CH:10][C:9]([N:18]2[CH:22]=[CH:21][N:20]=[CH:19]2)=[CH:8][CH:7]=1)=[O:5]. (6) Given the reactants [N+:1]([C:4]1[CH:9]=[C:8]([CH2:10][N:11]2[CH2:16][CH2:15][CH2:14][CH2:13][CH2:12]2)[CH:7]=[CH:6][C:5]=1[OH:17])([O-:3])=[O:2].Br[CH2:19][CH2:20][CH2:21][CH2:22][CH2:23][S:24][C:25]1[C:34]2[C:29](=[CH:30][C:31]([C:35]([F:38])([F:37])[F:36])=[CH:32][CH:33]=2)[N:28]=[CH:27][CH:26]=1, predict the reaction product. The product is: [N+:1]([C:4]1[CH:9]=[C:8]([CH2:10][N:11]2[CH2:12][CH2:13][CH2:14][CH2:15][CH2:16]2)[CH:7]=[CH:6][C:5]=1[O:17][CH2:19][CH2:20][CH2:21][CH2:22][CH2:23][S:24][C:25]1[C:34]2[C:29](=[CH:30][C:31]([C:35]([F:38])([F:36])[F:37])=[CH:32][CH:33]=2)[N:28]=[CH:27][CH:26]=1)([O-:3])=[O:2].